Dataset: Reaction yield outcomes from USPTO patents with 853,638 reactions. Task: Predict the reaction yield, written as a fraction of the theoretical maximum amount of product (1.0 means a 100% yield; for example, 0.34 means a 34% yield). (1) The reactants are C1(P(C2C=CC=CC=2)C2C=CC=CC=2)C=CC=CC=1.CCOC(/N=N/C(OCC)=O)=O.[C:32]([O:36][C:37](=[O:50])[NH:38][C:39]1[C:48]2[C:43](=[CH:44][CH:45]=[CH:46][CH:47]=2)[C:42]([OH:49])=[CH:41][CH:40]=1)([CH3:35])([CH3:34])[CH3:33].[O:51]1[CH2:56][CH2:55][CH:54](O)[CH2:53][CH2:52]1. The catalyst is C1COCC1. The product is [C:32]([O:36][C:37](=[O:50])[NH:38][C:39]1[C:48]2[C:43](=[CH:44][CH:45]=[CH:46][CH:47]=2)[C:42]([O:49][CH:54]2[CH2:55][CH2:56][O:51][CH2:52][CH2:53]2)=[CH:41][CH:40]=1)([CH3:35])([CH3:33])[CH3:34]. The yield is 0.550. (2) The reactants are [Cl:1][C:2]1[CH:7]=[CH:6]N=[C:4]2[CH:8]=[CH:9][S:10][C:3]=12.[CH3:11]CCCCC.[Li]CCCC.Br[C:23]1[N:28]=[C:27]([CH2:29][N:30]([CH2:38][CH2:39][O:40][CH3:41])[C:31](=[O:37])[O:32][C:33]([CH3:36])([CH3:35])[CH3:34])[CH:26]=[CH:25][CH:24]=1. The catalyst is C1COCC1.[Cl-].[Cl-].[Zn+2].C1C=CC([P]([Pd]([P](C2C=CC=CC=2)(C2C=CC=CC=2)C2C=CC=CC=2)([P](C2C=CC=CC=2)(C2C=CC=CC=2)C2C=CC=CC=2)[P](C2C=CC=CC=2)(C2C=CC=CC=2)C2C=CC=CC=2)(C2C=CC=CC=2)C2C=CC=CC=2)=CC=1.CCOCC. The product is [Cl:1][C:2]1[C:3]2[S:10][C:9]([C:23]3[N:28]=[C:27]([CH2:29][N:30]([CH2:38][CH2:39][O:40][CH3:41])[C:31](=[O:37])[O:32][C:33]([CH3:36])([CH3:35])[CH3:34])[CH:26]=[CH:25][CH:24]=3)=[CH:8][C:4]=2[CH:11]=[CH:6][CH:7]=1. The yield is 0.500. (3) The reactants are [H-].[Na+].[OH:3][CH:4]1[CH2:9][CH2:8][N:7]([CH3:10])[CH2:6][CH2:5]1.[Br:11][C:12]1[CH:17]=[C:16](F)[CH:15]=[C:14]([Br:19])[CH:13]=1.O. The catalyst is CN(C=O)C. The product is [Br:11][C:12]1[CH:17]=[C:16]([CH:15]=[C:14]([Br:19])[CH:13]=1)[O:3][CH:4]1[CH2:9][CH2:8][N:7]([CH3:10])[CH2:6][CH2:5]1. The yield is 0.540. (4) The reactants are [N+:1]([CH2:4][CH3:5])([O-:3])=[O:2].[F:6][C:7]([F:17])([F:16])[C:8]1[CH:15]=[CH:14][C:11]([CH:12]=O)=[CH:10][CH:9]=1.C([O-])(=O)C.[NH4+].C(OC(=O)C)C. The catalyst is CCCCCC. The product is [N+:1]([C:4]([CH3:5])=[CH:12][C:11]1[CH:14]=[CH:15][C:8]([C:7]([F:17])([F:16])[F:6])=[CH:9][CH:10]=1)([O-:3])=[O:2]. The yield is 0.429.